This data is from Full USPTO retrosynthesis dataset with 1.9M reactions from patents (1976-2016). The task is: Predict the reactants needed to synthesize the given product. (1) Given the product [CH2:8]([C:7]1=[CH:6][N:5]([C:1]([CH3:2])([CH3:3])[CH3:4])[S:19]/[C:18]/1=[N:17]\[C:12](=[O:16])[O:13][CH2:14][CH3:15])[CH2:9][CH2:10][CH3:11], predict the reactants needed to synthesize it. The reactants are: [C:1]([N:5]=[CH:6][CH2:7][CH2:8][CH2:9][CH2:10][CH3:11])([CH3:4])([CH3:3])[CH3:2].[C:12]([N:17]=[C:18]=[S:19])(=[O:16])[O:13][CH2:14][CH3:15].II.C([O-])(O)=O.[Na+].CCOCC.C([O-])(O)=O.[Na+]. (2) Given the product [OH:29][CH:30]1[CH2:35][CH2:34][N:33]([C:24](=[O:25])[CH2:23][NH:22][C:20]([C:18]2[CH:17]=[CH:16][C:13]3[N:14]([CH3:15])[C:10]([NH:9][C:7]4[S:8][C:4]5[CH:3]=[C:2]([Cl:1])[CH:28]=[CH:27][C:5]=5[N:6]=4)=[N:11][C:12]=3[CH:19]=2)=[O:21])[CH2:32][CH2:31]1, predict the reactants needed to synthesize it. The reactants are: [Cl:1][C:2]1[CH:28]=[CH:27][C:5]2[N:6]=[C:7]([NH:9][C:10]3[N:14]([CH3:15])[C:13]4[CH:16]=[CH:17][C:18]([C:20]([NH:22][CH2:23][C:24](O)=[O:25])=[O:21])=[CH:19][C:12]=4[N:11]=3)[S:8][C:4]=2[CH:3]=1.[OH:29][CH:30]1[CH2:35][CH2:34][NH:33][CH2:32][CH2:31]1.CN(C(ON1N=NC2C=CC=CC1=2)=[N+](C)C)C.F[P-](F)(F)(F)(F)F.CCN(C(C)C)C(C)C. (3) Given the product [I:42][CH2:32][CH:31]([CH2:25][CH2:26][CH2:27][CH2:28][CH2:29][CH3:30])[CH2:34][CH2:35][CH2:36][CH2:37][CH2:38][CH2:39][CH2:40][CH3:41], predict the reactants needed to synthesize it. The reactants are: C1(P(C2C=CC=CC=2)C2C=CC=CC=2)C=CC=CC=1.N1C=CN=C1.[CH2:25]([CH:31]([CH2:34][CH2:35][CH2:36][CH2:37][CH2:38][CH2:39][CH2:40][CH3:41])[CH2:32]O)[CH2:26][CH2:27][CH2:28][CH2:29][CH3:30].[I:42]I. (4) Given the product [NH2:4][C:5]1[CH:6]=[C:7]([C:12]2[C:13]3[C:20]([C:21]([O:23][CH3:24])=[O:22])=[CH:19][NH:18][C:14]=3[N:15]=[CH:16][N:17]=2)[CH:8]=[CH:9][C:10]=1[F:11], predict the reactants needed to synthesize it. The reactants are: C[O-].[Na+].[NH2:4][C:5]1[CH:6]=[C:7]([C:12]2[C:13]3[C:20]([C:21]([O:23][CH2:24]C)=[O:22])=[CH:19][NH:18][C:14]=3[N:15]=[CH:16][N:17]=2)[CH:8]=[CH:9][C:10]=1[F:11].Cl. (5) Given the product [CH:4]([C:6]1[CH:7]=[CH:8][C:9]2[CH2:15][CH2:14][CH2:13][CH2:12][N:11]([C:16]([O:18][C:19]([CH3:22])([CH3:21])[CH3:20])=[O:17])[C:10]=2[N:23]=1)=[O:1], predict the reactants needed to synthesize it. The reactants are: [O:1]=[O+][O-].[CH:4]([C:6]1[CH:7]=[CH:8][C:9]2[CH2:15][CH2:14][CH2:13][CH2:12][N:11]([C:16]([O:18][C:19]([CH3:22])([CH3:21])[CH3:20])=[O:17])[C:10]=2[N:23]=1)=C.CSC. (6) Given the product [Cl:1][C:2]1[C:10]2[C:5](=[CH:6][CH:7]=[C:8]([NH2:11])[CH:9]=2)[NH:4][CH:3]=1, predict the reactants needed to synthesize it. The reactants are: [Cl:1][C:2]1[C:10]2[C:5](=[CH:6][CH:7]=[C:8]([N+:11]([O-])=O)[CH:9]=2)[NH:4][CH:3]=1.C([O-])(=O)C.[NH4+].[OH-].[Na+]. (7) Given the product [Cl:1][C:2]1[CH:3]=[CH:4][C:5]([C@H:8]2[C@@H:12]([C:13]3[CH:18]=[CH:17][C:16]([Cl:19])=[CH:15][CH:14]=3)[N:11]([C:20]([N:47]3[CH2:46][CH2:45][N:44]([CH2:43][CH2:42][S:39]([CH3:38])(=[O:40])=[O:41])[CH2:49][CH2:48]3)=[O:21])[C:10]([C:23]3[C:24]([O:33][CH2:34][CH3:35])=[N:25][C:26]([C:29]([F:31])([F:30])[F:32])=[N:27][CH:28]=3)=[N:9]2)=[CH:6][CH:7]=1, predict the reactants needed to synthesize it. The reactants are: [Cl:1][C:2]1[CH:7]=[CH:6][C:5]([CH:8]2[CH:12]([C:13]3[CH:18]=[CH:17][C:16]([Cl:19])=[CH:15][CH:14]=3)[N:11]([C:20](Cl)=[O:21])[C:10]([C:23]3[C:24]([O:33][CH2:34][CH3:35])=[N:25][C:26]([C:29]([F:32])([F:31])[F:30])=[N:27][CH:28]=3)=[N:9]2)=[CH:4][CH:3]=1.Cl.Cl.[CH3:38][S:39]([CH2:42][CH2:43][N:44]1[CH2:49][CH2:48][NH:47][CH2:46][CH2:45]1)(=[O:41])=[O:40]. (8) Given the product [F:12][C:13]1[CH:18]=[CH:17][C:16]([N:19]2[C:23]3[CH:24]=[C:25]4[C@:30]([C:32]([C:2]5[S:3][CH:4]=[CH:5][N:6]=5)=[O:33])([CH2:31][C:22]=3[CH:21]=[N:20]2)[CH2:29][N:28]([S:36]([C:39]2[CH:44]=[CH:43][CH:42]=[C:41]([C:45]([F:48])([F:46])[F:47])[CH:40]=2)(=[O:38])=[O:37])[CH2:27][CH2:26]4)=[CH:15][CH:14]=1, predict the reactants needed to synthesize it. The reactants are: Br[C:2]1[S:3][CH:4]=[CH:5][N:6]=1.C([Li])CCC.[F:12][C:13]1[CH:18]=[CH:17][C:16]([N:19]2[C:23]3[CH:24]=[C:25]4[C@:30]([C:32](OC)=[O:33])([CH2:31][C:22]=3[CH:21]=[N:20]2)[CH2:29][N:28]([S:36]([C:39]2[CH:44]=[CH:43][CH:42]=[C:41]([C:45]([F:48])([F:47])[F:46])[CH:40]=2)(=[O:38])=[O:37])[CH2:27][CH2:26]4)=[CH:15][CH:14]=1.O. (9) Given the product [F:18][C:12]1[CH:13]=[C:14]([F:17])[CH:15]=[CH:16][C:11]=1[C:9]1[N:10]=[C:3]2[C:2]([CH3:20])=[N:7][CH:6]=[CH:5][N:4]2[CH:8]=1, predict the reactants needed to synthesize it. The reactants are: Cl[C:2]1[C:3]2[N:4]([CH:8]=[C:9]([C:11]3[CH:16]=[CH:15][C:14]([F:17])=[CH:13][C:12]=3[F:18])[N:10]=2)[CH:5]=[CH:6][N:7]=1.O1CCC[CH2:20]1.CC(C)=O.C(=O)=O.C[Mg+].[Br-].